Regression. Given two drug SMILES strings and cell line genomic features, predict the synergy score measuring deviation from expected non-interaction effect. From a dataset of NCI-60 drug combinations with 297,098 pairs across 59 cell lines. (1) Drug 1: CCC1(CC2CC(C3=C(CCN(C2)C1)C4=CC=CC=C4N3)(C5=C(C=C6C(=C5)C78CCN9C7C(C=CC9)(C(C(C8N6C)(C(=O)OC)O)OC(=O)C)CC)OC)C(=O)OC)O.OS(=O)(=O)O. Drug 2: CCCCC(=O)OCC(=O)C1(CC(C2=C(C1)C(=C3C(=C2O)C(=O)C4=C(C3=O)C=CC=C4OC)O)OC5CC(C(C(O5)C)O)NC(=O)C(F)(F)F)O. Cell line: SK-MEL-5. Synergy scores: CSS=30.2, Synergy_ZIP=-0.173, Synergy_Bliss=0.417, Synergy_Loewe=-2.62, Synergy_HSA=-1.63. (2) Drug 1: CS(=O)(=O)C1=CC(=C(C=C1)C(=O)NC2=CC(=C(C=C2)Cl)C3=CC=CC=N3)Cl. Drug 2: CC1=C(C(CCC1)(C)C)C=CC(=CC=CC(=CC(=O)O)C)C. Cell line: T-47D. Synergy scores: CSS=23.7, Synergy_ZIP=2.45, Synergy_Bliss=8.16, Synergy_Loewe=5.89, Synergy_HSA=9.21.